Dataset: Reaction yield outcomes from USPTO patents with 853,638 reactions. Task: Predict the reaction yield, written as a fraction of the theoretical maximum amount of product (1.0 means a 100% yield; for example, 0.34 means a 34% yield). (1) The reactants are C[O:2][C:3](/[CH:5]=[CH:6]/[C:7]1[C:8](=[O:23])[NH:9][C:10](=[O:22])[N:11]([C@H:13]2[O:18][C@@H:17]([CH2:19][OH:20])[C@H:15]([OH:16])[C@@H:14]2[F:21])[CH:12]=1)=[O:4].[OH-].[Na+].CCOCC. The catalyst is O. The product is [C:3](/[CH:5]=[CH:6]/[C:7]1[C:8](=[O:23])[NH:9][C:10](=[O:22])[N:11]([C@H:13]2[O:18][C@@H:17]([CH2:19][OH:20])[C@H:15]([OH:16])[C@@H:14]2[F:21])[CH:12]=1)([OH:4])=[O:2]. The yield is 0.840. (2) The reactants are [Br:1][Si](C)(C)C.[NH:6](C(OC(C)(C)C)=O)[C@H:7]([C:10]([OH:12])=[O:11])[CH2:8][NH2:9].[OH:20][C:21]1[CH:29]=[CH:28][C:24]([CH2:25][CH2:26][NH-:27])=[CH:23][CH:22]=1.O. The catalyst is C(Cl)Cl. The product is [NH2:6][C@H:7]([C:10]([OH:12])=[O:11])[CH2:8][NH2:9].[BrH:1].[OH:20][C:21]1[CH:29]=[CH:28][C:24]([CH2:25][CH2:26][NH-:27])=[CH:23][CH:22]=1. The yield is 0.990. (3) The reactants are [CH3:1][C:2]1[CH:6]=[CH:5][S:4][C:3]=1/[CH:7]=[CH:8]/[C:9]([OH:11])=O.O.ON1C2C=CC=CC=2N=N1.Cl.CN(C)CCCN=C=NCC.[CH3:35][C:36]1([C:42]2[CH:43]=[C:44]([NH:48][S:49]([CH3:52])(=[O:51])=[O:50])[CH:45]=[CH:46][CH:47]=2)[CH:41]2[CH:37]1[CH2:38][NH:39][CH2:40]2.C(=O)([O-])O.[Na+]. The catalyst is CN(C)C=O. The product is [CH3:35][C:36]1([C:42]2[CH:43]=[C:44]([NH:48][S:49]([CH3:52])(=[O:51])=[O:50])[CH:45]=[CH:46][CH:47]=2)[CH:41]2[CH:37]1[CH2:38][N:39]([C:9](=[O:11])/[CH:8]=[CH:7]/[C:3]1[S:4][CH:5]=[CH:6][C:2]=1[CH3:1])[CH2:40]2. The yield is 0.670. (4) The reactants are [C@@H:1]12[CH2:7][NH:6][C@@H:5]1[CH2:4][N:3]([C:8]([O:10][CH2:11][C:12]1[CH:17]=[CH:16][CH:15]=[CH:14][CH:13]=1)=[O:9])[CH2:2]2.[Cl:18][C:19]1[CH:24]=[CH:23][C:22](Br)=[CH:21][N:20]=1. No catalyst specified. The product is [Cl:18][C:19]1[N:20]=[CH:21][C:22]([N:6]2[CH2:7][C@@H:1]3[C@H:5]2[CH2:4][N:3]([C:8]([O:10][CH2:11][C:12]2[CH:17]=[CH:16][CH:15]=[CH:14][CH:13]=2)=[O:9])[CH2:2]3)=[CH:23][CH:24]=1. The yield is 0.380. (5) The product is [Cl:1][C:2]1[CH:3]=[CH:4][C:5]([NH2:8])=[C:6]([C:15]#[C:16][C:23]2[CH:28]=[CH:27][CH:26]=[CH:25][C:24]=2[O:29][C:30]([F:33])([F:32])[F:31])[CH:7]=1. The yield is 0.500. The reactants are [Cl:1][C:2]1[CH:7]=[CH:6][C:5]([NH:8]C#C[Si](C)(C)C)=[CH:4][CH:3]=1.[CH2:15](N(CC)CC)[CH3:16].Br[C:23]1[CH:28]=[CH:27][CH:26]=[CH:25][C:24]=1[O:29][C:30]([F:33])([F:32])[F:31].CCCC[N+](CCCC)(CCCC)CCCC.[F-]. The catalyst is C1COCC1.[Cu]I. (6) The product is [CH3:26][C:20]1[CH:19]=[CH:18][C:17]2[C:22](=[CH:23][CH:24]=[CH:25][C:16]=2[N:13]2[CH2:14][CH2:15][N:10]([CH2:9][CH2:8][C:4]3[CH:3]=[C:2]([N:31]4[CH2:27][C@@H:28]5[CH2:35][CH2:34][CH2:33][N:29]5[C:30]4=[O:32])[CH:7]=[CH:6][CH:5]=3)[CH2:11][CH2:12]2)[N:21]=1. No catalyst specified. The yield is 0.600. The reactants are I[C:2]1[CH:3]=[C:4]([CH2:8][CH2:9][N:10]2[CH2:15][CH2:14][N:13]([C:16]3[CH:25]=[CH:24][CH:23]=[C:22]4[C:17]=3[CH:18]=[CH:19][C:20]([CH3:26])=[N:21]4)[CH2:12][CH2:11]2)[CH:5]=[CH:6][CH:7]=1.[CH2:27]1[NH:31][C:30](=[O:32])[N:29]2[CH2:33][CH2:34][CH2:35][C@@H:28]12. (7) The reactants are [CH2:1]([O:8][CH2:9][CH2:10][N:11]1[CH:15]=[C:14]([CH2:16][C:17](OC)=[O:18])[C:13]([O:21][CH:22]([CH3:24])[CH3:23])=[N:12]1)[C:2]1[CH:7]=[CH:6][CH:5]=[CH:4][CH:3]=1.[H-].[Al+3].[Li+].[H-].[H-].[H-].O.O.O.O.O.O.O.O.O.O.S([O-])([O-])(=O)=O.[Na+].[Na+]. The catalyst is O1CCCC1. The product is [CH2:1]([O:8][CH2:9][CH2:10][N:11]1[CH:15]=[C:14]([CH2:16][CH2:17][OH:18])[C:13]([O:21][CH:22]([CH3:24])[CH3:23])=[N:12]1)[C:2]1[CH:3]=[CH:4][CH:5]=[CH:6][CH:7]=1. The yield is 0.950.